From a dataset of Retrosynthesis with 50K atom-mapped reactions and 10 reaction types from USPTO. Predict the reactants needed to synthesize the given product. (1) Given the product CCOc1ccc(C(CC2CCCC2)c2cc3cccnc3[nH]2)cn1, predict the reactants needed to synthesize it. The reactants are: CCOc1ccc(C(=CC2CCCC2)c2cc3cccnc3[nH]2)cn1. (2) Given the product COC=Cc1c(Cl)cc(Cl)c(=O)n1CCc1ccc(C(=O)OC)cc1, predict the reactants needed to synthesize it. The reactants are: CCOC(C)=O.COC(=O)c1ccc(CCn2c(C=O)c(Cl)cc(Cl)c2=O)cc1.